Task: Predict which catalyst facilitates the given reaction.. Dataset: Catalyst prediction with 721,799 reactions and 888 catalyst types from USPTO Reactant: [CH3:1][C:2]1[CH:3]=[C:4]([CH2:12][OH:13])[CH:5]=[C:6]([CH3:11])[C:7]=1[N+:8]([O-:10])=[O:9].[H-].[Na+].[CH3:16]I. Product: [CH3:11][C:6]1[CH:5]=[C:4]([CH2:12][O:13][CH3:16])[CH:3]=[C:2]([CH3:1])[C:7]=1[N+:8]([O-:10])=[O:9]. The catalyst class is: 3.